This data is from Full USPTO retrosynthesis dataset with 1.9M reactions from patents (1976-2016). The task is: Predict the reactants needed to synthesize the given product. (1) The reactants are: Cl[C:2]1[N:11]=[C:10]([NH:12][CH2:13][CH:14]([C:21]2[CH:26]=[CH:25][CH:24]=[CH:23][CH:22]=2)[C:15]2[CH:20]=[CH:19][CH:18]=[CH:17][CH:16]=2)[C:9]2[C:4](=[CH:5][CH:6]=[CH:7][CH:8]=2)[N:3]=1.[N:27]1([C:33]2[N:38]=[CH:37][C:36](B(O)O)=[CH:35][N:34]=2)[CH2:32][CH2:31][CH2:30][CH2:29][CH2:28]1.C(NC1C2C(=CC=CC=2)N=C(C2SC3C=CC=CC=3C=2)N=1)(C1C=CC=CC=1)C1C=CC=CC=1. Given the product [C:15]1([CH:14]([C:21]2[CH:26]=[CH:25][CH:24]=[CH:23][CH:22]=2)[CH2:13][NH:12][C:10]2[C:9]3[C:4](=[CH:5][CH:6]=[CH:7][CH:8]=3)[N:3]=[C:2]([C:36]3[CH:37]=[N:38][C:33]([N:27]4[CH2:28][CH2:29][CH2:30][CH2:31][CH2:32]4)=[N:34][CH:35]=3)[N:11]=2)[CH:20]=[CH:19][CH:18]=[CH:17][CH:16]=1, predict the reactants needed to synthesize it. (2) Given the product [Cl:26][C:27]1[CH:28]=[C:29]([NH:30][C:2]2[C:11]3=[N:12][NH:13][CH:14]=[C:10]3[C:9]3[CH:8]=[C:7]([O:24][CH3:25])[CH:6]=[CH:5][C:4]=3[N:3]=2)[CH:31]=[CH:32][C:33]=1[N:34]1[CH2:35][CH2:36][N:37]([CH3:40])[CH2:38][CH2:39]1, predict the reactants needed to synthesize it. The reactants are: Cl[C:2]1[C:11]2=[N:12][N:13](CC3C=CC(OC)=CC=3)[CH:14]=[C:10]2[C:9]2[CH:8]=[C:7]([O:24][CH3:25])[CH:6]=[CH:5][C:4]=2[N:3]=1.[Cl:26][C:27]1[CH:28]=[C:29]([CH:31]=[CH:32][C:33]=1[N:34]1[CH2:39][CH2:38][N:37]([CH3:40])[CH2:36][CH2:35]1)[NH2:30].Cl. (3) Given the product [OH-:8].[NH4+:3].[C:2]([C:4]1[CH:5]=[C:6]([CH:24]=[CH:25][CH:26]=1)[C:7]([NH:9][CH2:10][C:11]1[CH:16]=[N:15][C:14]([CH3:17])=[C:13]([OH:18])[C:12]=1[CH2:21][OH:20])=[O:8])(=[NH:3])[NH2:27].[C:7]([NH2:9])(=[O:8])[C:6]1[CH:24]=[CH:25][CH:26]=[CH:4][CH:5]=1, predict the reactants needed to synthesize it. The reactants are: Cl.[C:2]([C:4]1[CH:5]=[C:6]([CH:24]=[CH:25][CH:26]=1)[C:7]([NH:9][CH2:10][C:11]1[CH:16]=[N:15][C:14]([CH3:17])=[C:13]2[O:18]C(C)(C)[O:20][CH2:21][C:12]=12)=[O:8])#[N:3].[NH3:27].CO. (4) Given the product [C:13]([O:17][C:18]([NH:3][C:4]1[CH:12]=[CH:11][C:7]([C:8]([OH:10])=[O:9])=[CH:6][CH:5]=1)=[O:19])([CH3:16])([CH3:15])[CH3:14], predict the reactants needed to synthesize it. The reactants are: [OH-].[Na+].[NH2:3][C:4]1[CH:12]=[CH:11][C:7]([C:8]([OH:10])=[O:9])=[CH:6][CH:5]=1.[C:13]([O:17][C:18](O[C:18]([O:17][C:13]([CH3:16])([CH3:15])[CH3:14])=[O:19])=[O:19])([CH3:16])([CH3:15])[CH3:14].C(O)(=O)CC(CC(O)=O)(C(O)=O)O. (5) Given the product [CH2:1]([O:8][C:9]1[C:14](=[O:15])[CH:13]=[C:12]([CH2:16][NH:17][S:18]([C:21]2[CH:22]=[C:23]([CH3:27])[CH:24]=[CH:25][CH:26]=2)(=[O:20])=[O:19])[N:46]([CH3:45])[C:10]=1[C:28]([OH:30])=[O:29])[C:2]1[CH:7]=[CH:6][CH:5]=[CH:4][CH:3]=1, predict the reactants needed to synthesize it. The reactants are: [CH2:1]([O:8][C:9]1[C:14](=[O:15])[CH:13]=[C:12]([CH2:16][NH:17][S:18]([C:21]2[CH:22]=[C:23]([CH3:27])[CH:24]=[CH:25][CH:26]=2)(=[O:20])=[O:19])O[C:10]=1[C:28]([OH:30])=[O:29])[C:2]1[CH:7]=[CH:6][CH:5]=[CH:4][CH:3]=1.C1(S(C(N)C2[N:46](C)[C:45](C(O)=O)=C(OCC3C=CC=CC=3)C(=O)C=2)(=O)=O)C=CC=CC=1.